From a dataset of HIV replication inhibition screening data with 41,000+ compounds from the AIDS Antiviral Screen. Binary Classification. Given a drug SMILES string, predict its activity (active/inactive) in a high-throughput screening assay against a specified biological target. (1) The result is 0 (inactive). The drug is O=C1OC(=O)C(=Cc2ccc3c(c2)OCO3)C1=Cc1ccc2c(c1)OCO2. (2) The compound is N#CC1C(C#N)C2(c3ccccc3)C(c3ccccc3)=NN(c3ccccc3)CC12. The result is 0 (inactive).